Dataset: Forward reaction prediction with 1.9M reactions from USPTO patents (1976-2016). Task: Predict the product of the given reaction. (1) Given the reactants [NH2:1][C:2]1[C:3]([NH:20][CH2:21][CH:22]([OH:25])[CH2:23][OH:24])=[C:4]([NH:8][C:9]([NH:11][C:12]2[CH:17]=[CH:16][C:15]([Cl:18])=[CH:14][C:13]=2[Cl:19])=S)[CH:5]=[CH:6][CH:7]=1.Cl.C(N=C=NCCCN(C)C)C, predict the reaction product. The product is: [NH2:1][C:2]1[C:3]2[N:20]([CH2:21][CH:22]([OH:25])[CH2:23][OH:24])[C:9]([NH:11][C:12]3[CH:17]=[CH:16][C:15]([Cl:18])=[CH:14][C:13]=3[Cl:19])=[N:8][C:4]=2[CH:5]=[CH:6][CH:7]=1. (2) Given the reactants [OH:1][C:2]([C:24]1[CH:29]=[CH:28][C:27]([O:30][CH3:31])=[CH:26][C:25]=1[OH:32])([C:4]1[CH:9]=[CH:8][CH:7]=[C:6]([O:10][CH2:11][C:12]2[N:13]=[C:14]([C:18]3[CH:23]=[CH:22][CH:21]=[CH:20][CH:19]=3)[O:15][C:16]=2[CH3:17])[CH:5]=1)[CH3:3].Br[CH2:34][C:35]([O:37][CH2:38][CH3:39])=[O:36].C(=O)([O-])[O-].[K+].[K+].CN(C)C=O, predict the reaction product. The product is: [C:35]([O:37][CH2:38][CH2:39][O:32][C:25]1[CH:26]=[C:27]([O:30][CH3:31])[CH:28]=[CH:29][C:24]=1[C:2]([OH:1])([C:4]1[CH:9]=[CH:8][CH:7]=[C:6]([O:10][CH2:11][C:12]2[N:13]=[C:14]([C:18]3[CH:23]=[CH:22][CH:21]=[CH:20][CH:19]=3)[O:15][C:16]=2[CH3:17])[CH:5]=1)[CH3:3])(=[O:36])[CH3:34]. (3) Given the reactants [Cl:1][C:2]1[CH:3]=[C:4]([C:9]2[N:10]([C:19]3[CH:24]=[CH:23][C:22]([S:25]([CH3:28])(=[O:27])=[O:26])=[CH:21][CH:20]=3)[CH2:11][C:12](O)([C:14]([F:17])([F:16])[F:15])[N:13]=2)[CH:5]=[CH:6][C:7]=1[CH3:8].O.C1(C)C=CC(S(O)(=O)=O)=CC=1, predict the reaction product. The product is: [Cl:1][C:2]1[CH:3]=[C:4]([C:9]2[N:10]([C:19]3[CH:24]=[CH:23][C:22]([S:25]([CH3:28])(=[O:26])=[O:27])=[CH:21][CH:20]=3)[CH:11]=[C:12]([C:14]([F:17])([F:15])[F:16])[N:13]=2)[CH:5]=[CH:6][C:7]=1[CH3:8]. (4) Given the reactants Cl[C:2]1[N:7]=[C:6]([N:8]2[C:12]3[CH:13]=[CH:14][CH:15]=[CH:16][C:11]=3[N:10]=[C:9]2[CH:17]([F:19])[F:18])[N:5]=[C:4]([N:20]2[CH2:25][CH2:24][O:23][CH2:22][CH2:21]2)[N:3]=1.[NH:26]1[CH2:31][CH2:30][NH:29][CH2:28][CH2:27]1.CC(C)=O, predict the reaction product. The product is: [F:18][CH:17]([F:19])[C:9]1[N:8]([C:6]2[N:5]=[C:4]([N:20]3[CH2:25][CH2:24][O:23][CH2:22][CH2:21]3)[N:3]=[C:2]([N:26]3[CH2:31][CH2:30][NH:29][CH2:28][CH2:27]3)[N:7]=2)[C:12]2[CH:13]=[CH:14][CH:15]=[CH:16][C:11]=2[N:10]=1.